This data is from Reaction yield outcomes from USPTO patents with 853,638 reactions. The task is: Predict the reaction yield, written as a fraction of the theoretical maximum amount of product (1.0 means a 100% yield; for example, 0.34 means a 34% yield). (1) The yield is 0.540. The catalyst is C(O)(C)(C)C.O1CCCC1. The product is [C:12]([O:11][C:9]([C@:8]12[CH2:1][C@@:21]1([C:27]1[CH:32]=[CH:31][CH:30]=[CH:29][CH:28]=1)[CH2:18][O:17][C:7]2=[O:16])=[O:10])([CH3:13])([CH3:14])[CH3:15]. The reactants are [CH3:1]C(C)([O-])C.[K+].[C:7]([O:17][C:18]([CH3:21])(C)C)(=[O:16])[CH2:8][C:9]([O:11][C:12]([CH3:15])([CH3:14])[CH3:13])=[O:10].ClCC1([C:27]2[CH:32]=[CH:31][CH:30]=[CH:29][CH:28]=2)CO1.CCCCCC. (2) The reactants are [NH2:1][C@@H:2]([CH2:22][C:23]1[CH:28]=[CH:27][CH:26]=[CH:25][CH:24]=1)[C@@H:3]([OH:21])[CH2:4][C@@H:5]([NH:13][C:14](=[O:20])[O:15][C:16]([CH3:19])([CH3:18])[CH3:17])[CH2:6][C:7]1[CH:12]=[CH:11][CH:10]=[CH:9][CH:8]=1.[CH3:29][C@@H:30]([CH2:49][CH3:50])[C@H:31]([N:35]1[CH2:39][CH2:38][N:37]([CH2:40][C:41]2[CH:46]=[CH:45][CH:44]=[C:43]([CH3:47])[N:42]=2)[C:36]1=[O:48])[C:32](O)=[O:33].CCN=C=NCCCN(C)C.C1C=CC2N(O)N=NC=2C=1.CN1CCOCC1. The catalyst is C1COCC1. The product is [CH2:6]([C@H:5]([NH:13][C:14](=[O:20])[O:15][C:16]([CH3:19])([CH3:17])[CH3:18])[CH2:4][C@H:3]([OH:21])[C@@H:2]([NH:1][C:32](=[O:33])[C@@H:31]([N:35]1[CH2:39][CH2:38][N:37]([CH2:40][C:41]2[CH:46]=[CH:45][CH:44]=[C:43]([CH3:47])[N:42]=2)[C:36]1=[O:48])[C@@H:30]([CH3:29])[CH2:49][CH3:50])[CH2:22][C:23]1[CH:28]=[CH:27][CH:26]=[CH:25][CH:24]=1)[C:7]1[CH:12]=[CH:11][CH:10]=[CH:9][CH:8]=1. The yield is 1.00. (3) The reactants are [CH2:1]([O:3][C:4]([C:6]1[CH:7]=[N:8][C:9]2[C:14]([C:15]=1O)=[CH:13][C:12]([Br:17])=[CH:11][CH:10]=2)=[O:5])[CH3:2].P(Cl)(Cl)([Cl:20])=O. The catalyst is CN(C)C=O. The product is [Br:17][C:12]1[CH:13]=[C:14]2[C:9](=[CH:10][CH:11]=1)[N:8]=[CH:7][C:6]([C:4]([O:3][CH2:1][CH3:2])=[O:5])=[C:15]2[Cl:20]. The yield is 0.940. (4) The reactants are [F:1][C:2]1[CH:42]=[CH:41][C:5]([CH2:6][N:7]2[C:19](=[O:20])[C:18]3[C:17]([O:21][Si](C(C)C)(C(C)C)C(C)C)=[C:16]4[C:11]([CH:12]=[CH:13][CH:14]=[N:15]4)=[C:10]([O:32][CH3:33])[C:9]=3[C:8]2([OH:40])[C:34]2[CH:39]=[CH:38][CH:37]=[CH:36][CH:35]=2)=[CH:4][CH:3]=1.[F-].C([N+](CCCC)(CCCC)CCCC)CCC. The catalyst is C1COCC1. The product is [F:1][C:2]1[CH:3]=[CH:4][C:5]([CH2:6][N:7]2[C:19](=[O:20])[C:18]3[C:17]([OH:21])=[C:16]4[C:11]([CH:12]=[CH:13][CH:14]=[N:15]4)=[C:10]([O:32][CH3:33])[C:9]=3[C:8]2([OH:40])[C:34]2[CH:39]=[CH:38][CH:37]=[CH:36][CH:35]=2)=[CH:41][CH:42]=1. The yield is 0.760. (5) The reactants are [CH:1]([C:3]1([CH3:16])[CH2:8][CH2:7][CH2:6][N:5]([C:9]([O:11][C:12]([CH3:15])([CH3:14])[CH3:13])=[O:10])[CH2:4]1)=O.[C:17](=O)([O-])[O-].[K+].[K+].[N+](=C(P(=O)(OC)OC)C(=O)C)=[N-]. The catalyst is CO. The product is [C:1]([C:3]1([CH3:16])[CH2:8][CH2:7][CH2:6][N:5]([C:9]([O:11][C:12]([CH3:15])([CH3:14])[CH3:13])=[O:10])[CH2:4]1)#[CH:17]. The yield is 0.730. (6) The reactants are [C:1]([O:5][C:6](=[O:24])[C:7]1[CH:12]=[CH:11][C:10]([N+:13]([O-])=O)=[C:9]([NH:16][CH2:17][CH2:18][C:19]([O:21][CH2:22][CH3:23])=[O:20])[CH:8]=1)([CH3:4])([CH3:3])[CH3:2]. The catalyst is C(O)C.[Pd]. The product is [C:1]([O:5][C:6](=[O:24])[C:7]1[CH:12]=[CH:11][C:10]([NH2:13])=[C:9]([NH:16][CH2:17][CH2:18][C:19]([O:21][CH2:22][CH3:23])=[O:20])[CH:8]=1)([CH3:3])([CH3:4])[CH3:2]. The yield is 0.910.